From a dataset of Forward reaction prediction with 1.9M reactions from USPTO patents (1976-2016). Predict the product of the given reaction. (1) Given the reactants [NH2:1][C@@H:2]1[CH2:6][CH2:5][N:4]([C:7]([O:9][C:10]([CH3:13])([CH3:12])[CH3:11])=[O:8])[CH2:3]1.[Si]([N:18]=[C:19]=[O:20])(C)(C)C.CCN(C(C)C)C(C)C, predict the reaction product. The product is: [NH:1]([C@@H:2]1[CH2:6][CH2:5][N:4]([C:7]([O:9][C:10]([CH3:13])([CH3:12])[CH3:11])=[O:8])[CH2:3]1)[C:19]([NH2:18])=[O:20]. (2) Given the reactants [C:1]([OH:5])(=O)[CH2:2][OH:3].[NH2:6][CH2:7][CH2:8][O:9][C:10]1[CH:19]=[CH:18][CH:17]=[C:16]2[C:11]=1[C:12]([NH:20][C:21]1[CH:26]=[CH:25][C:24]([OH:27])=[C:23]([CH3:28])[CH:22]=1)=[N:13][CH:14]=[N:15]2, predict the reaction product. The product is: [OH:3][CH2:2][C:1]([NH:6][CH2:7][CH2:8][O:9][C:10]1[CH:19]=[CH:18][CH:17]=[C:16]2[C:11]=1[C:12]([NH:20][C:21]1[CH:26]=[CH:25][C:24]([OH:27])=[C:23]([CH3:28])[CH:22]=1)=[N:13][CH:14]=[N:15]2)=[O:5].